From a dataset of Retrosynthesis with 50K atom-mapped reactions and 10 reaction types from USPTO. Predict the reactants needed to synthesize the given product. (1) The reactants are: COC(=O)COC1CCCN(C(=O)c2ccc(NC(=O)c3ccccc3C)nc2)c2ccc(Cl)cc21. Given the product Cc1ccccc1C(=O)Nc1ccc(C(=O)N2CCCC(OCCO)c3cc(Cl)ccc32)cn1, predict the reactants needed to synthesize it. (2) Given the product COc1cc(OCCO)ccc1CNC(=O)OC(C)(C)C, predict the reactants needed to synthesize it. The reactants are: COc1cc(O)ccc1CNC(=O)OC(C)(C)C.OCCBr. (3) Given the product O=C(Nc1cccc(-c2ccc3ncsc3c2)c1)[C@@H]1CCCN1C(=O)OCc1ccccc1, predict the reactants needed to synthesize it. The reactants are: Brc1ccc2ncsc2c1.CC1(C)OB(c2cccc(NC(=O)[C@@H]3CCCN3C(=O)OCc3ccccc3)c2)OC1(C)C. (4) Given the product N=C(N)NCCC[C@H](NC(=O)[C@@H]1CCCN1C(=O)CN)C(=O)OCc1ccccc1, predict the reactants needed to synthesize it. The reactants are: CC(C)(C)OC(=O)NCC(=O)N1CCC[C@H]1C(=O)N[C@@H](CCCNC(=N)N)C(=O)OCc1ccccc1.